This data is from Full USPTO retrosynthesis dataset with 1.9M reactions from patents (1976-2016). The task is: Predict the reactants needed to synthesize the given product. Given the product [CH3:1][C:2]1[O:6][N:5]=[C:4]([C:7]2[C:9]3[CH2:15][CH2:14][CH2:13][C:12]4[CH:16]=[C:17]([N:20]5[CH2:24][C@H:23]([CH2:25][NH:26][C:27]([C:29]6[CH:33]=[C:32]([CH3:34])[O:31][N:30]=6)=[O:28])[O:22][C:21]5=[O:35])[CH:18]=[CH:19][C:11]=4[C:10]=3[NH:39][N:38]=2)[CH:3]=1, predict the reactants needed to synthesize it. The reactants are: [CH3:1][C:2]1[O:6][N:5]=[C:4]([C:7]([CH:9]2[CH2:15][CH2:14][CH2:13][C:12]3[CH:16]=[C:17]([N:20]4[CH2:24][C@H:23]([CH2:25][NH:26][C:27]([C:29]5[CH:33]=[C:32]([CH3:34])[O:31][N:30]=5)=[O:28])[O:22][C:21]4=[O:35])[CH:18]=[CH:19][C:11]=3[C:10]2=O)=O)[CH:3]=1.O.[NH2:38][NH2:39].